This data is from Reaction yield outcomes from USPTO patents with 853,638 reactions. The task is: Predict the reaction yield, written as a fraction of the theoretical maximum amount of product (1.0 means a 100% yield; for example, 0.34 means a 34% yield). (1) The reactants are [NH2:1]/[C:2](=[N:8]\[NH:9][C:10]1[CH:15]=[CH:14][CH:13]=[CH:12][CH:11]=1)/[C:3]([O:5][CH2:6][CH3:7])=[O:4].[Cl:16][C:17]([Cl:22])([Cl:21])[C:18](Cl)=O.C(OCC)(=O)C. The catalyst is C1(C)C=CC=CC=1. The product is [C:10]1([N:9]2[C:18]([C:17]([Cl:22])([Cl:21])[Cl:16])=[N:1][C:2]([C:3]([O:5][CH2:6][CH3:7])=[O:4])=[N:8]2)[CH:15]=[CH:14][CH:13]=[CH:12][CH:11]=1. The yield is 1.00. (2) The reactants are [CH3:1][C:2]1[CH:3]=[CH:4][C:5]([CH:8]2[CH2:12][CH2:11][N:10](C(OC(C)(C)C)=O)[CH2:9]2)=[N:6][CH:7]=1.C(O)(C(F)(F)F)=O. The catalyst is C(Cl)Cl. The product is [CH3:1][C:2]1[CH:3]=[CH:4][C:5]([CH:8]2[CH2:12][CH2:11][NH:10][CH2:9]2)=[N:6][CH:7]=1. The yield is 0.960. (3) The reactants are [C:1]([SiH2:5][O:6][C:7]([CH3:25])([CH3:24])[C:8]1[C:13](B2OC(C)(C)C(C)(C)O2)=[CH:12][CH:11]=[CH:10][C:9]=1[NH2:23])([CH3:4])([CH3:3])[CH3:2].Br[C:27]1[CH:28]=[C:29]([NH:35][C:36]2[CH:41]=[CH:40][C:39]([C:42]([N:44]3[CH2:49][CH2:48][O:47][CH2:46][CH2:45]3)=[O:43])=[CH:38][N:37]=2)[C:30](=[O:34])[N:31]([CH3:33])[CH:32]=1.[H-].[H-].[H-].[H-].[Li+].[Al+3].C([O-])([O-])=O.[K+].[K+].COC1C=CC=C(OC)C=1C1C=CC=CC=1P(C1CCCCC1)C1CCCCC1. The catalyst is O1CCOCC1.C1C=CC([P]([Pd]([P](C2C=CC=CC=2)(C2C=CC=CC=2)C2C=CC=CC=2)([P](C2C=CC=CC=2)(C2C=CC=CC=2)C2C=CC=CC=2)[P](C2C=CC=CC=2)(C2C=CC=CC=2)C2C=CC=CC=2)(C2C=CC=CC=2)C2C=CC=CC=2)=CC=1.C(OCC)(=O)C. The product is [NH2:23][C:9]1[C:8]([C:7]([CH3:24])([CH3:25])[O:6][SiH2:5][C:1]([CH3:2])([CH3:3])[CH3:4])=[C:13]([C:27]2[CH:28]=[C:29]([NH:35][C:36]3[CH:41]=[CH:40][C:39]([C:42]([N:44]4[CH2:45][CH2:46][O:47][CH2:48][CH2:49]4)=[O:43])=[CH:38][N:37]=3)[C:30](=[O:34])[N:31]([CH3:33])[CH:32]=2)[CH:12]=[CH:11][CH:10]=1. The yield is 0.666. (4) The reactants are [CH3:1][NH:2][C:3]1[N:8]=[C:7]([CH2:9][CH2:10][O:11][C:12]2[CH:13]=[C:14]3[C:18](=[CH:19][CH:20]=2)[NH:17][C:16]([CH2:21][CH2:22][C:23]([O:25]C)=[O:24])=[CH:15]3)[CH:6]=[CH:5][CH:4]=1.[OH-].[Na+]. The catalyst is CO.O. The product is [CH3:1][NH:2][C:3]1[N:8]=[C:7]([CH2:9][CH2:10][O:11][C:12]2[CH:13]=[C:14]3[C:18](=[CH:19][CH:20]=2)[NH:17][C:16]([CH2:21][CH2:22][C:23]([OH:25])=[O:24])=[CH:15]3)[CH:6]=[CH:5][CH:4]=1. The yield is 0.820. (5) The reactants are FC1C=C(F)C=CC=1C1C=C(CO)C(=O)N(CC(C)C)N=1.[F:22][C:23]1[CH:24]=[C:25]([C:31]2[CH:32]=[C:33]([C:38]([O:40][CH3:41])=[O:39])[C:34](=[O:37])[NH:35][N:36]=2)[CH:26]=[CH:27][C:28]=1[O:29][CH3:30].[Cl:42][C:43]1[CH:52]=[CH:51][C:46]([CH:47]=[CH:48][CH2:49]Cl)=[CH:45][CH:44]=1. No catalyst specified. The product is [Cl:42][C:43]1[CH:52]=[CH:51][C:46]([CH:47]=[CH:48][CH2:49][N:35]2[C:34](=[O:37])[C:33]([C:38]([O:40][CH3:41])=[O:39])=[CH:32][C:31]([C:25]3[CH:26]=[CH:27][C:28]([O:29][CH3:30])=[C:23]([F:22])[CH:24]=3)=[N:36]2)=[CH:45][CH:44]=1. The yield is 0.511. (6) The reactants are [Br:1][C:2]1[CH:7]=[CH:6][C:5]([NH:8][C:9]([NH:11][NH:12][C:13](=O)[CH2:14][C@@H:15]2[CH2:19][CH2:18][N:17]([C:20]([CH:22]3[CH2:24][CH2:23]3)=[O:21])[CH2:16]2)=[O:10])=[CH:4][CH:3]=1.C(=O)([O-])[O-].[K+].[K+].C(OCC)(=O)C.Cl. The catalyst is O.ClCCl. The product is [Br:1][C:2]1[CH:7]=[CH:6][C:5]([N:8]2[C:13]([CH2:14][C@@H:15]3[CH2:19][CH2:18][N:17]([C:20]([CH:22]4[CH2:24][CH2:23]4)=[O:21])[CH2:16]3)=[N:12][NH:11][C:9]2=[O:10])=[CH:4][CH:3]=1. The yield is 0.670.